From a dataset of Forward reaction prediction with 1.9M reactions from USPTO patents (1976-2016). Predict the product of the given reaction. (1) Given the reactants [B:1](OC(C)C)([O:6]C(C)C)[O:2]C(C)C.[CH3:14][O:15][C:16]1[CH:17]=[C:18](Br)[CH:19]=[N:20][CH:21]=1.[Li]CCCC.Cl, predict the reaction product. The product is: [CH3:14][O:15][C:16]1[CH:17]=[C:18]([B:1]([OH:6])[OH:2])[CH:19]=[N:20][CH:21]=1. (2) The product is: [S:44]1[CH:45]=[C:41]([CH2:40][N:30]([C@@H:31]([CH3:39])[CH:32]([O:33][CH2:34][CH3:35])[O:36][CH2:37][CH3:38])[C:28](=[O:29])[C@@H:19]([NH:18][C:15](=[O:17])[CH2:14][N:12]([CH3:13])[NH:11][C:9](=[O:10])[NH:8][CH2:1][C:2]2[CH:3]=[CH:4][CH:5]=[CH:6][CH:7]=2)[CH2:20][C:21]([O:23][C:24]([CH3:25])([CH3:26])[CH3:27])=[O:22])[C:42]2[CH:49]=[CH:48][CH:47]=[CH:46][C:43]1=2. Given the reactants [CH2:1]([NH:8][C:9]([NH:11][N:12]([CH2:14][C:15]([OH:17])=O)[CH3:13])=[O:10])[C:2]1[CH:7]=[CH:6][CH:5]=[CH:4][CH:3]=1.[NH2:18][C@H:19]([C:28]([N:30]([CH2:40][C:41]1[C:42]2[CH:49]=[CH:48][CH:47]=[CH:46][C:43]=2[S:44][CH:45]=1)[C@@H:31]([CH3:39])[CH:32]([O:36][CH2:37][CH3:38])[O:33][CH2:34][CH3:35])=[O:29])[CH2:20][C:21]([O:23][C:24]([CH3:27])([CH3:26])[CH3:25])=[O:22], predict the reaction product. (3) Given the reactants C([N:8]1[CH2:13][CH2:12][O:11][CH:10]([C:14]2[O:18][N:17]=[C:16]([C:19]3[CH:24]=[CH:23][CH:22]=[CH:21][CH:20]=3)[N:15]=2)[CH2:9]1)C1C=CC=CC=1.[Cl:25]C(OCCCl)=O, predict the reaction product. The product is: [ClH:25].[C:19]1([C:16]2[N:15]=[C:14]([CH:10]3[O:11][CH2:12][CH2:13][NH:8][CH2:9]3)[O:18][N:17]=2)[CH:20]=[CH:21][CH:22]=[CH:23][CH:24]=1. (4) Given the reactants [CH3:1][O:2][C:3]1[CH:8]=[CH:7][C:6]([N+:9]([O-:11])=[O:10])=[CH:5][C:4]=1OS(C(F)(F)F)(=O)=O.[CH3:20][N:21]1[C:25](B(O)O)=[CH:24][CH:23]=[N:22]1.C([O-])([O-])=O.[Na+].[Na+], predict the reaction product. The product is: [CH3:1][O:2][C:3]1[CH:8]=[CH:7][C:6]([N+:9]([O-:11])=[O:10])=[CH:5][C:4]=1[C:25]1[N:21]([CH3:20])[N:22]=[CH:23][CH:24]=1. (5) Given the reactants [NH2:1][C:2]1[S:6][C:5]([C:7]2[C:12]([F:13])=[CH:11][CH:10]=[CH:9][C:8]=2[F:14])=[N:4][C:3]=1[C:15]([NH:17][C:18]1[CH:19]=[N:20][N:21]([CH3:30])[C:22]=1[CH:23]1[CH2:28][CH2:27][C:26](=[O:29])[CH2:25][CH2:24]1)=[O:16].[BH4-].[Na+], predict the reaction product. The product is: [NH2:1][C:2]1[S:6][C:5]([C:7]2[C:12]([F:13])=[CH:11][CH:10]=[CH:9][C:8]=2[F:14])=[N:4][C:3]=1[C:15]([NH:17][C:18]1[CH:19]=[N:20][N:21]([CH3:30])[C:22]=1[CH:23]1[CH2:28][CH2:27][CH:26]([OH:29])[CH2:25][CH2:24]1)=[O:16]. (6) Given the reactants Br[C:2]1[CH:3]=[CH:4][C:5]([Cl:8])=[N:6][CH:7]=1.C([Li])CCC.[CH:14](N1CCCCC1)=[O:15], predict the reaction product. The product is: [Cl:8][C:5]1[CH:4]=[CH:3][C:2]([CH:14]=[O:15])=[CH:7][N:6]=1. (7) Given the reactants [CH3:1][N:2]([CH3:25])[CH2:3][CH2:4][CH2:5][O:6][C:7]1[CH:22]=[CH:21][C:10]([CH:11]=[C:12]([C:18](=[O:20])[CH3:19])[C:13]([O:15][CH2:16][CH3:17])=[O:14])=[C:9]([O:23][CH3:24])[CH:8]=1, predict the reaction product. The product is: [CH3:25][N:2]([CH3:1])[CH2:3][CH2:4][CH2:5][O:6][C:7]1[CH:22]=[CH:21][C:10]([CH2:11][CH:12]([C:18](=[O:20])[CH3:19])[C:13]([O:15][CH2:16][CH3:17])=[O:14])=[C:9]([O:23][CH3:24])[CH:8]=1. (8) Given the reactants [Cl:1][C:2]1[C:10]([F:11])=[CH:9][CH:8]=[CH:7][C:3]=1[C:4](O)=O.[CH:12]1([NH2:15])[CH2:14][CH2:13]1, predict the reaction product. The product is: [Cl:1][C:2]1[C:10]([F:11])=[CH:9][CH:8]=[CH:7][C:3]=1[CH2:4][NH:15][CH:12]1[CH2:14][CH2:13]1. (9) Given the reactants [C:1]([NH:5][C:6]1[N:15]([CH2:16][CH2:17][CH2:18][O:19][Si](C(C)(C)C)(C)C)[C:14](=[O:27])[C:13]2[C:8](=[C:9]([C:28]3[NH:32][C:31]4[C@@H:33]([CH3:37])[NH:34][C:35](=[O:36])[C:30]=4[CH:29]=3)[CH:10]=[CH:11][CH:12]=2)[N:7]=1)([CH3:4])([CH3:3])[CH3:2].CCCC[N+](CCCC)(CCCC)CCCC.[F-], predict the reaction product. The product is: [C:1]([NH:5][C:6]1[N:15]([CH2:16][CH2:17][CH2:18][OH:19])[C:14](=[O:27])[C:13]2[C:8](=[C:9]([C:28]3[NH:32][C:31]4[C@@H:33]([CH3:37])[NH:34][C:35](=[O:36])[C:30]=4[CH:29]=3)[CH:10]=[CH:11][CH:12]=2)[N:7]=1)([CH3:4])([CH3:2])[CH3:3].